From a dataset of NCI-60 drug combinations with 297,098 pairs across 59 cell lines. Regression. Given two drug SMILES strings and cell line genomic features, predict the synergy score measuring deviation from expected non-interaction effect. (1) Drug 1: C1=C(C(=O)NC(=O)N1)N(CCCl)CCCl. Drug 2: C(=O)(N)NO. Cell line: MALME-3M. Synergy scores: CSS=15.2, Synergy_ZIP=-6.41, Synergy_Bliss=-1.39, Synergy_Loewe=-15.1, Synergy_HSA=-1.40. (2) Drug 1: C1CC(=O)NC(=O)C1N2CC3=C(C2=O)C=CC=C3N. Drug 2: C1CN1P(=S)(N2CC2)N3CC3. Cell line: K-562. Synergy scores: CSS=17.9, Synergy_ZIP=1.23, Synergy_Bliss=0.875, Synergy_Loewe=-3.68, Synergy_HSA=2.63. (3) Drug 1: CC12CCC(CC1=CCC3C2CCC4(C3CC=C4C5=CN=CC=C5)C)O. Drug 2: C1=CC(=CC=C1CC(C(=O)O)N)N(CCCl)CCCl.Cl. Cell line: SNB-19. Synergy scores: CSS=20.3, Synergy_ZIP=-1.24, Synergy_Bliss=6.46, Synergy_Loewe=0.683, Synergy_HSA=3.04.